Dataset: Reaction yield outcomes from USPTO patents with 853,638 reactions. Task: Predict the reaction yield, written as a fraction of the theoretical maximum amount of product (1.0 means a 100% yield; for example, 0.34 means a 34% yield). The reactants are Cl.[CH2:2]([N:9]1[CH2:14][CH2:13][C:12](=O)[CH:11]([C:16]([O:18][CH2:19]C)=O)C1)[C:3]1[CH:8]=[CH:7][CH:6]=[CH:5][CH:4]=1.C(NC1C2CCCCC=2[N:32]=[C:31]([Cl:39])[N:30]=1)C1C=CC=CC=1.CC(C1C=C(C(C)C)C(C2C=CC=CC=2P(C2CCCCC2)C2CCCCC2)=C(C(C)C)C=1)C.C([O-])([O-])=O.[Cs+].[Cs+]. The catalyst is O1CCOCC1.[Pd].[Pd].C(=CC(C=CC1C=CC=CC=1)=O)C1C=CC=CC=1.C(=CC(C=CC1C=CC=CC=1)=O)C1C=CC=CC=1.C(=CC(C=CC1C=CC=CC=1)=O)C1C=CC=CC=1. The product is [CH2:2]([NH:9][C:14]1[C:13]2[CH2:19][O:18][CH2:16][CH2:11][C:12]=2[N:30]=[C:31]([Cl:39])[N:32]=1)[C:3]1[CH:4]=[CH:5][CH:6]=[CH:7][CH:8]=1. The yield is 0.735.